From a dataset of Catalyst prediction with 721,799 reactions and 888 catalyst types from USPTO. Predict which catalyst facilitates the given reaction. (1) Reactant: [Si]([O:8][CH2:9][C:10]1([C:33]2[CH:38]=[CH:37][CH:36]=[CH:35][CH:34]=2)[CH:14]=[C:13]([C:15]2[CH:20]=[C:19]([F:21])[CH:18]=[CH:17][C:16]=2[F:22])[CH2:12][N:11]1[C:23]([N:25]([CH3:32])[CH:26]1[CH2:31][CH2:30][NH:29][CH2:28][CH2:27]1)=[O:24])(C(C)(C)C)(C)C.Br[CH2:40][CH2:41][F:42].[H-].[Na+].[Br-].FC(F)(F)C(O)=O. Product: [F:22][C:16]1[CH:17]=[CH:18][C:19]([F:21])=[CH:20][C:15]=1[C:13]1[CH2:12][N:11]([C:23]([N:25]([CH:26]2[CH2:27][CH2:28][N:29]([CH2:40][CH2:41][F:42])[CH2:30][CH2:31]2)[CH3:32])=[O:24])[C@:10]([CH2:9][OH:8])([C:33]2[CH:38]=[CH:37][CH:36]=[CH:35][CH:34]=2)[CH:14]=1. The catalyst class is: 3. (2) Reactant: C([O:5][C:6](=[O:37])[CH2:7][N:8]1[CH:12]=[CH:11][C:10]([NH:13][C:14](=[O:36])[C@@H:15]([N:22]2[CH2:30][C:29]3[C:24](=[CH:25][CH:26]=[CH:27][C:28]=3[C:31]([F:34])([F:33])[F:32])[C:23]2=[O:35])[CH2:16][CH:17]2[CH2:21][CH2:20][CH2:19][CH2:18]2)=[N:9]1)(C)(C)C.O.[OH-].[Li+]. Product: [CH:17]1([CH2:16][C@H:15]([N:22]2[CH2:30][C:29]3[C:24](=[CH:25][CH:26]=[CH:27][C:28]=3[C:31]([F:33])([F:34])[F:32])[C:23]2=[O:35])[C:14]([NH:13][C:10]2[CH:11]=[CH:12][N:8]([CH2:7][C:6]([OH:37])=[O:5])[N:9]=2)=[O:36])[CH2:21][CH2:20][CH2:19][CH2:18]1. The catalyst class is: 30.